From a dataset of Catalyst prediction with 721,799 reactions and 888 catalyst types from USPTO. Predict which catalyst facilitates the given reaction. (1) Reactant: Cl[CH2:2][CH2:3][CH2:4][C:5]([NH:7][C:8]1[C:9]([F:21])=[C:10]([CH:15]=[C:16]([N+:18]([O-:20])=[O:19])[CH:17]=1)[C:11]([O:13][CH3:14])=[O:12])=[O:6].[H-].[Na+]. Product: [F:21][C:9]1[C:8]([N:7]2[CH2:2][CH2:3][CH2:4][C:5]2=[O:6])=[CH:17][C:16]([N+:18]([O-:20])=[O:19])=[CH:15][C:10]=1[C:11]([O:13][CH3:14])=[O:12]. The catalyst class is: 49. (2) Reactant: [CH3:1][O:2][C:3]1[CH:8]=[CH:7][C:6]([CH3:9])=[CH:5][C:4]=1[NH:10][C:11]([NH:13][C:14]1[CH:19]=[CH:18][C:17]([N:20]2[CH2:25][CH2:24][NH:23][CH2:22][CH2:21]2)=[CH:16][CH:15]=1)=[O:12].[CH:26](=O)[C:27]1[CH:32]=[CH:31][CH:30]=[CH:29][CH:28]=1.O1CCCC1.[OH-].[Na+]. Product: [CH2:26]([N:23]1[CH2:22][CH2:21][N:20]([C:17]2[CH:18]=[CH:19][C:14]([NH:13][C:11]([NH:10][C:4]3[CH:5]=[C:6]([CH3:9])[CH:7]=[CH:8][C:3]=3[O:2][CH3:1])=[O:12])=[CH:15][CH:16]=2)[CH2:25][CH2:24]1)[C:27]1[CH:32]=[CH:31][CH:30]=[CH:29][CH:28]=1. The catalyst class is: 15. (3) Reactant: [CH3:1][CH:2]1[CH2:7][CH2:6][N:5]([C:8]2[C:13]([CH2:14][NH2:15])=[CH:12][CH:11]=[C:10]([C:16]([F:19])([F:18])[F:17])[N:9]=2)[CH2:4][CH2:3]1.C(N(CC)CC)C.[OH:27][CH2:28][CH2:29][O:30][C:31]1[N:36]=[CH:35][C:34]([NH:37][C:38](=O)[O:39]C2C=CC=CC=2)=[CH:33][CH:32]=1. Product: [OH:27][CH2:28][CH2:29][O:30][C:31]1[N:36]=[CH:35][C:34]([NH:37][C:38]([NH:15][CH2:14][C:13]2[C:8]([N:5]3[CH2:4][CH2:3][CH:2]([CH3:1])[CH2:7][CH2:6]3)=[N:9][C:10]([C:16]([F:19])([F:17])[F:18])=[CH:11][CH:12]=2)=[O:39])=[CH:33][CH:32]=1. The catalyst class is: 10. (4) The catalyst class is: 40. Reactant: [CH3:1][CH2:2][CH2:3][C:4]1[C:8]2[NH:9][C:10]([C:14]3[CH:19]=[C:18]([S:20]([N:23]4[CH2:28][CH2:27][N:26]([CH3:29])[CH2:25][CH2:24]4)(=[O:22])=[O:21])[CH:17]=[CH:16][C:15]=3[O:30][CH2:31][CH3:32])=[N:11][C:12](=[O:13])[C:7]=2[N:6]([CH3:33])[N:5]=1.Cl.[Na].[NH2:36][C@H:37]([C:45]([OH:47])=[O:46])[CH2:38][CH2:39][CH2:40][NH:41][C:42](=[NH:44])[NH2:43]. Product: [CH3:1][CH2:2][CH2:3][C:4]1[C:8]2[N:9]=[C:10]([C:14]3[CH:19]=[C:18]([S:20]([N:23]4[CH2:28][CH2:27][N:26]([CH3:29])[CH2:25][CH2:24]4)(=[O:21])=[O:22])[CH:17]=[CH:16][C:15]=3[O:30][CH2:31][CH3:32])[NH:11][C:12](=[O:13])[C:7]=2[N:6]([CH3:33])[N:5]=1.[NH2:36][C@H:37]([C:45]([OH:47])=[O:46])[CH2:38][CH2:39][CH2:40][NH:41][C:42](=[NH:43])[NH2:44].